This data is from NCI-60 drug combinations with 297,098 pairs across 59 cell lines. The task is: Regression. Given two drug SMILES strings and cell line genomic features, predict the synergy score measuring deviation from expected non-interaction effect. (1) Drug 2: CN(CCCl)CCCl.Cl. Cell line: SF-295. Drug 1: COC1=NC(=NC2=C1N=CN2C3C(C(C(O3)CO)O)O)N. Synergy scores: CSS=17.9, Synergy_ZIP=-3.01, Synergy_Bliss=-2.41, Synergy_Loewe=-26.9, Synergy_HSA=-2.82. (2) Drug 1: C1=NC2=C(N1)C(=S)N=C(N2)N. Drug 2: C1=CC=C(C(=C1)C(C2=CC=C(C=C2)Cl)C(Cl)Cl)Cl. Cell line: HT29. Synergy scores: CSS=43.3, Synergy_ZIP=8.26, Synergy_Bliss=12.9, Synergy_Loewe=-14.9, Synergy_HSA=11.3. (3) Drug 1: CCC1(C2=C(COC1=O)C(=O)N3CC4=CC5=C(C=CC(=C5CN(C)C)O)N=C4C3=C2)O. Drug 2: CC(C)(C#N)C1=CC=C(C=C1)N2C3=C4C=C(C=CC4=NC=C3N(C2=O)C)C5=CC6=CC=CC=C6N=C5. Cell line: OVCAR3. Synergy scores: CSS=87.5, Synergy_ZIP=-1.89, Synergy_Bliss=-2.12, Synergy_Loewe=2.16, Synergy_HSA=6.57. (4) Drug 1: CC1C(C(CC(O1)OC2CC(CC3=C2C(=C4C(=C3O)C(=O)C5=C(C4=O)C(=CC=C5)OC)O)(C(=O)C)O)N)O.Cl. Drug 2: CN1C2=C(C=C(C=C2)N(CCCl)CCCl)N=C1CCCC(=O)O.Cl. Cell line: SNB-75. Synergy scores: CSS=13.9, Synergy_ZIP=-2.05, Synergy_Bliss=-0.684, Synergy_Loewe=-41.0, Synergy_HSA=-1.24. (5) Drug 2: CC1=C(C(=O)C2=C(C1=O)N3CC4C(C3(C2COC(=O)N)OC)N4)N. Drug 1: CN1C2=C(C=C(C=C2)N(CCCl)CCCl)N=C1CCCC(=O)O.Cl. Synergy scores: CSS=34.2, Synergy_ZIP=0.252, Synergy_Bliss=-4.34, Synergy_Loewe=-31.3, Synergy_HSA=-4.82. Cell line: NCI-H460. (6) Drug 1: CN(C)C1=NC(=NC(=N1)N(C)C)N(C)C. Drug 2: COC1=C2C(=CC3=C1OC=C3)C=CC(=O)O2. Cell line: DU-145. Synergy scores: CSS=-2.11, Synergy_ZIP=1.62, Synergy_Bliss=1.36, Synergy_Loewe=-1.17, Synergy_HSA=-2.60. (7) Drug 1: CN1CCC(CC1)COC2=C(C=C3C(=C2)N=CN=C3NC4=C(C=C(C=C4)Br)F)OC. Drug 2: C1CC(=O)NC(=O)C1N2C(=O)C3=CC=CC=C3C2=O. Cell line: OVCAR-4. Synergy scores: CSS=12.2, Synergy_ZIP=-0.0547, Synergy_Bliss=3.54, Synergy_Loewe=-1.28, Synergy_HSA=2.40. (8) Drug 1: CN1C(=O)N2C=NC(=C2N=N1)C(=O)N. Drug 2: C1C(C(OC1N2C=NC3=C2NC=NCC3O)CO)O. Cell line: HL-60(TB). Synergy scores: CSS=4.09, Synergy_ZIP=-0.691, Synergy_Bliss=-1.70, Synergy_Loewe=-4.40, Synergy_HSA=-3.63.